This data is from Catalyst prediction with 721,799 reactions and 888 catalyst types from USPTO. The task is: Predict which catalyst facilitates the given reaction. (1) Reactant: [F:1][C:2]1[CH:30]=[CH:29][C:5]([NH:6][C:7]2[CH:19]=[C:18]([C:20]3[CH:28]=[CH:27][CH:26]=[C:25]4[C:21]=3[CH:22]=[CH:23][NH:24]4)[CH:17]=[CH:16][C:8]=2[C:9]([O:11]C(C)(C)C)=[O:10])=[CH:4][CH:3]=1.CO.O1CCOCC1.[OH-].[Na+]. Product: [F:1][C:2]1[CH:30]=[CH:29][C:5]([NH:6][C:7]2[CH:19]=[C:18]([C:20]3[CH:28]=[CH:27][CH:26]=[C:25]4[C:21]=3[CH:22]=[CH:23][NH:24]4)[CH:17]=[CH:16][C:8]=2[C:9]([OH:11])=[O:10])=[CH:4][CH:3]=1. The catalyst class is: 226. (2) Product: [CH3:30][N:29]([CH3:31])[C:27](=[O:28])[C:26]1[CH:32]=[CH:33][CH:34]=[CH:35][C:25]=1[NH:24][C:13](=[O:15])[CH2:12][N:5]1[C:6]2[CH2:7][CH2:8][CH2:9][CH2:10][C:11]=2[C:3]([C:2]([F:1])([F:17])[F:16])=[N:4]1. Reactant: [F:1][C:2]([F:17])([F:16])[C:3]1[C:11]2[CH2:10][CH2:9][CH2:8][CH2:7][C:6]=2[N:5]([CH2:12][C:13]([OH:15])=O)[N:4]=1.C(Cl)(=O)C(Cl)=O.[NH2:24][C:25]1[CH:35]=[CH:34][CH:33]=[CH:32][C:26]=1[C:27]([N:29]([CH3:31])[CH3:30])=[O:28].O. The catalyst class is: 213.